This data is from Reaction yield outcomes from USPTO patents with 853,638 reactions. The task is: Predict the reaction yield, written as a fraction of the theoretical maximum amount of product (1.0 means a 100% yield; for example, 0.34 means a 34% yield). (1) The reactants are [OH:1][C:2]1[CH:3]=[C:4]([CH:7]=[CH:8][CH:9]=1)[CH:5]=[O:6].Cl[C:11]1[N:16]=[CH:15][CH:14]=[CH:13][N:12]=1.C([O-])([O-])=O.[K+].[K+].O. The catalyst is CS(C)=O. The product is [N:12]1[CH:13]=[CH:14][CH:15]=[N:16][C:11]=1[O:1][C:2]1[CH:3]=[C:4]([CH:7]=[CH:8][CH:9]=1)[CH:5]=[O:6]. The yield is 0.710. (2) The reactants are [CH3:1][C:2]1([CH3:15])[CH2:14][C:5]2[NH:6][C:7]([C:9]([O:11][CH2:12][CH3:13])=[O:10])=[CH:8][C:4]=2[CH2:3]1.[H-].[Na+].Br[CH2:19][C:20]#[N:21].O. The catalyst is CN(C=O)C.C(OCC)(=O)C. The product is [C:20]([CH2:19][N:6]1[C:7]([C:9]([O:11][CH2:12][CH3:13])=[O:10])=[CH:8][C:4]2[CH2:3][C:2]([CH3:1])([CH3:15])[CH2:14][C:5]1=2)#[N:21]. The yield is 0.950. (3) The reactants are [H-].[Na+].[CH3:3][CH:4]1[NH:8][C:7](=[O:9])[CH2:6][CH2:5]1.[CH2:10](Br)[C:11]1[CH:16]=[CH:15][CH:14]=[CH:13][CH:12]=1.[Cl-].[NH4+]. The catalyst is CN(C)C=O. The product is [CH2:10]([N:8]1[CH:4]([CH3:3])[CH2:5][CH2:6][C:7]1=[O:9])[C:11]1[CH:16]=[CH:15][CH:14]=[CH:13][CH:12]=1. The yield is 0.860. (4) The reactants are [S:1]1[CH:5]=[CH:4][N:3]=[C:2]1[NH2:6].[N:7]1([C:12](N2C=CN=C2)=[S:13])[CH:11]=[CH:10][N:9]=[CH:8]1. The catalyst is C(#N)C.O1CCCC1. The product is [S:1]1[CH:5]=[CH:4][N:3]=[C:2]1[NH:6][C:12]([N:7]1[CH:11]=[CH:10][N:9]=[CH:8]1)=[S:13]. The yield is 0.830. (5) The reactants are [O:1]1[CH:5]=[CH:4][CH:3]=[C:2]1[C:6]1[O:7][C:8]([CH3:36])=[C:9]([CH2:11][O:12][C:13]2[CH:33]=[CH:32][C:16]([CH2:17][O:18][C:19]3[C:23]([CH2:24][OH:25])=[CH:22][N:21]([C:26]4[CH:31]=[CH:30][CH:29]=[CH:28][CH:27]=4)[N:20]=3)=[CH:15][C:14]=2[O:34][CH3:35])[N:10]=1. The catalyst is [O-2].[O-2].[Mn+4].O1CCCC1. The product is [O:1]1[CH:5]=[CH:4][CH:3]=[C:2]1[C:6]1[O:7][C:8]([CH3:36])=[C:9]([CH2:11][O:12][C:13]2[CH:33]=[CH:32][C:16]([CH2:17][O:18][C:19]3[C:23]([CH:24]=[O:25])=[CH:22][N:21]([C:26]4[CH:27]=[CH:28][CH:29]=[CH:30][CH:31]=4)[N:20]=3)=[CH:15][C:14]=2[O:34][CH3:35])[N:10]=1. The yield is 0.810.